From a dataset of Forward reaction prediction with 1.9M reactions from USPTO patents (1976-2016). Predict the product of the given reaction. (1) Given the reactants [C:1]([C:3]1[CH:8]=[CH:7][C:6]([C:9]2[CH:14]=[CH:13][N:12]=[C:11]3[NH:15][C:16]([CH:18]4[CH2:23][CH2:22][CH2:21][N:20](C(OC(C)(C)C)=O)[CH2:19]4)=[CH:17][C:10]=23)=[C:5]([O:31][CH3:32])[CH:4]=1)#[N:2].FC(F)(F)C(O)=O, predict the reaction product. The product is: [CH3:32][O:31][C:5]1[CH:4]=[C:3]([CH:8]=[CH:7][C:6]=1[C:9]1[CH:14]=[CH:13][N:12]=[C:11]2[NH:15][C:16]([CH:18]3[CH2:23][CH2:22][CH2:21][NH:20][CH2:19]3)=[CH:17][C:10]=12)[C:1]#[N:2]. (2) Given the reactants [CH3:1][C:2]1[C:6]([C:7]2[C:16]3[C:11](=[CH:12][CH:13]=[CH:14][CH:15]=3)[CH:10]=[CH:9][CH:8]=2)=[C:5]([S:17][CH2:18][C:19]([O:21]CC)=[O:20])[O:4][N:3]=1.[OH-].[Na+], predict the reaction product. The product is: [CH3:1][C:2]1[C:6]([C:7]2[C:16]3[C:11](=[CH:12][CH:13]=[CH:14][CH:15]=3)[CH:10]=[CH:9][CH:8]=2)=[C:5]([S:17][CH2:18][C:19]([OH:21])=[O:20])[O:4][N:3]=1. (3) Given the reactants [Br:1][C:2]1[CH:3]=[CH:4][C:5]([CH3:10])=[C:6]([CH:9]=1)[CH2:7]O.P(Br)(Br)[Br:12], predict the reaction product. The product is: [Br:1][C:2]1[CH:3]=[CH:4][C:5]([CH3:10])=[C:6]([CH:9]=1)[CH2:7][Br:12].